The task is: Regression/Classification. Given a drug SMILES string, predict its absorption, distribution, metabolism, or excretion properties. Task type varies by dataset: regression for continuous measurements (e.g., permeability, clearance, half-life) or binary classification for categorical outcomes (e.g., BBB penetration, CYP inhibition). Dataset: cyp2c19_veith.. This data is from CYP2C19 inhibition data for predicting drug metabolism from PubChem BioAssay. (1) The molecule is Cc1c(Cl)cc(C(C)(C)C)c(O)c1Cc1c(C)c(Cl)cc(C(C)(C)C)c1O. The result is 1 (inhibitor). (2) The drug is COc1ccc2[nH]cc(CCNc3ncncc3-c3ccc(N(C)C)cc3)c2c1. The result is 1 (inhibitor). (3) The drug is Cc1c(OC(=O)c2ccc([N+](=O)[O-])cc2)c2c(c[n+]1C)COC(C)(C)OC2.[I-]. The result is 0 (non-inhibitor).